The task is: Predict the reactants needed to synthesize the given product.. This data is from Full USPTO retrosynthesis dataset with 1.9M reactions from patents (1976-2016). Given the product [OH:2][C:3]1[CH:4]=[CH:5][C:6]2[S:10][C:9]([C:11]3[CH:21]=[CH:20][C:14]([C:15]([O:17][CH2:18][CH3:19])=[O:16])=[CH:13][CH:12]=3)=[CH:8][C:7]=2[CH:22]=1, predict the reactants needed to synthesize it. The reactants are: C[O:2][C:3]1[CH:4]=[CH:5][C:6]2[S:10][C:9]([C:11]3[CH:21]=[CH:20][C:14]([C:15]([O:17][CH2:18][CH3:19])=[O:16])=[CH:13][CH:12]=3)=[CH:8][C:7]=2[CH:22]=1.B(Br)(Br)Br.C(OCC)(=O)C.